Dataset: Full USPTO retrosynthesis dataset with 1.9M reactions from patents (1976-2016). Task: Predict the reactants needed to synthesize the given product. (1) Given the product [OH:23][C:9]1[CH:10]=[C:11]2[C:6](=[CH:7][CH:8]=1)[C:5](=[O:25])[NH:4][C:13]([C:14]#[N:15])=[CH:12]2, predict the reactants needed to synthesize it. The reactants are: C([N:4]1[C:13]([C:14]#[N:15])=[C:12](C2C=CC=C(F)C=2)[C:11]2[C:6](=[CH:7][CH:8]=[C:9]([O:23]C)[CH:10]=2)[C:5]1=[O:25])C=C.[C-]#N.[Na+]. (2) The reactants are: [C:1]([O:5][C:6]([N:8]1[CH2:13][CH2:12][CH:11]([C:14]([OH:16])=O)[CH2:10][CH2:9]1)=[O:7])([CH3:4])([CH3:3])[CH3:2].C(N(CC)CC)C.C(Cl)(=O)C(Cl)=O.[Br:30][C:31]1[CH:37]=[CH:36][CH:35]=[CH:34][C:32]=1[NH2:33]. Given the product [C:1]([O:5][C:6]([N:8]1[CH2:9][CH2:10][CH:11]([C:14](=[O:16])[NH:33][C:32]2[CH:34]=[CH:35][CH:36]=[CH:37][C:31]=2[Br:30])[CH2:12][CH2:13]1)=[O:7])([CH3:2])([CH3:3])[CH3:4], predict the reactants needed to synthesize it. (3) Given the product [ClH:30].[N:18]1[CH:23]=[CH:22][C:21]([N:24]2[CH2:25][CH2:26][CH:27]([C:28]([NH:16][C:11]3[CH:12]=[CH:13][CH:14]=[CH:15][C:10]=3[C:9]([NH:8][C:5]3[CH:4]=[CH:3][C:2]([CH3:1])=[CH:7][CH:6]=3)=[O:17])=[O:29])[CH2:31][CH2:32]2)=[CH:20][CH:19]=1, predict the reactants needed to synthesize it. The reactants are: [CH3:1][C:2]1[CH:7]=[CH:6][C:5]([NH:8][C:9](=[O:17])[C:10]2[CH:15]=[CH:14][CH:13]=[CH:12][C:11]=2[NH2:16])=[CH:4][CH:3]=1.[N:18]1[CH:23]=[CH:22][C:21]([N:24]2[CH2:32][CH2:31][CH:27]([C:28]([Cl:30])=[O:29])[CH2:26][CH2:25]2)=[CH:20][CH:19]=1. (4) Given the product [CH2:1]([NH:8][C:9]([C:10]1[C:11]([OH:17])=[N:22][CH:13]=[CH:14][CH:15]=1)=[O:18])[C:2]1[CH:7]=[CH:6][CH:5]=[CH:4][CH:3]=1, predict the reactants needed to synthesize it. The reactants are: [CH2:1]([NH:8][C:9](=[O:18])[C:10]1[CH:15]=[CH:14][CH:13]=C(O)[C:11]=1[OH:17])[C:2]1[CH:7]=[CH:6][CH:5]=[CH:4][CH:3]=1.COC1C(C(O)=O)=CC=C[N:22]=1.